From a dataset of Forward reaction prediction with 1.9M reactions from USPTO patents (1976-2016). Predict the product of the given reaction. (1) Given the reactants [C:1]([C:5]1[CH:10]=[CH:9][C:8]([NH:11][C:12]2[CH:17]=[CH:16][C:15]([O:18][C:19]3[C:28]4[C:23](=[CH:24][C:25]([O:31][CH2:32][CH2:33][CH2:34]Cl)=[C:26]([O:29][CH3:30])[CH:27]=4)[N:22]=[CH:21][CH:20]=3)=[CH:14][CH:13]=2)=[CH:7][CH:6]=1)([CH3:4])([CH3:3])[CH3:2].C(C1C=CC(B(O)O)=CC=1)(C)(C)C.O.[C:50]([O:53][CH2:54][CH3:55])(=O)[CH3:51].C[N:57](C)C=O, predict the reaction product. The product is: [C:1]([C:5]1[CH:10]=[CH:9][C:8]([NH:11][C:12]2[CH:17]=[CH:16][C:15]([O:18][C:19]3[C:28]4[C:23](=[CH:24][C:25]([O:31][CH2:32][CH2:33][CH2:34][N:57]5[CH2:55][CH2:54][O:53][CH2:50][CH2:51]5)=[C:26]([O:29][CH3:30])[CH:27]=4)[N:22]=[CH:21][CH:20]=3)=[CH:14][CH:13]=2)=[CH:7][CH:6]=1)([CH3:4])([CH3:3])[CH3:2]. (2) Given the reactants [C:1]12([C@@H:6]([CH3:18])[C:7](N3[C@H](C(C)C)COC3=O)=[O:8])[CH2:5][CH:3]([CH2:4]1)[CH2:2]2.[OH:19]O.O[Li].O, predict the reaction product. The product is: [C:1]12([C@@H:6]([CH3:18])[C:7]([OH:8])=[O:19])[CH2:2][CH:3]([CH2:4]1)[CH2:5]2. (3) Given the reactants [O:1]=[C:2]([C:9]1[CH:14]=[CH:13][CH:12]=[C:11]([C:15]([O:17]C)=[O:16])[N:10]=1)[CH2:3]C(OCC)=O.O.S(Cl)([Cl:23])(=O)=O, predict the reaction product. The product is: [Cl:23][CH2:3][C:2]([C:9]1[CH:14]=[CH:13][CH:12]=[C:11]([C:15]([OH:17])=[O:16])[N:10]=1)=[O:1]. (4) Given the reactants [F:1][C:2]1[CH:7]=[C:6](B2OC(C)(C)C(C)(C)O2)[CH:5]=[CH:4][C:3]=1[C:17]1[N:18]=[CH:19][C:20]([NH2:23])=[N:21][CH:22]=1.Br[C:25]1[CH:30]=[CH:29][CH:28]=[CH:27][C:26]=1[S:31]([NH:34][C@@H:35]([CH2:44][OH:45])[C@@H:36]([OH:43])[C:37]1[CH:42]=[CH:41][CH:40]=[CH:39][CH:38]=1)(=[O:33])=[O:32], predict the reaction product. The product is: [NH2:23][C:20]1[N:21]=[CH:22][C:17]([C:3]2[CH:4]=[CH:5][C:6]([C:25]3[C:26]([S:31]([NH:34][C@@H:35]([CH2:44][OH:45])[C@@H:36]([OH:43])[C:37]4[CH:38]=[CH:39][CH:40]=[CH:41][CH:42]=4)(=[O:33])=[O:32])=[CH:27][CH:28]=[CH:29][CH:30]=3)=[CH:7][C:2]=2[F:1])=[N:18][CH:19]=1. (5) Given the reactants [Cl:1][C:2]1[CH:3]=[C:4]([NH2:10])[C:5]([NH2:9])=[CH:6][C:7]=1[F:8].[F:11][C:12]([F:19])([F:18])[CH:13]([OH:17])[C:14](O)=O.Cl.C(=O)(O)[O-].[Na+], predict the reaction product. The product is: [Cl:1][C:2]1[C:7]([F:8])=[CH:6][C:5]2[NH:9][C:14]([CH:13]([OH:17])[C:12]([F:19])([F:18])[F:11])=[N:10][C:4]=2[CH:3]=1. (6) Given the reactants [N+:1]([C:4]1[CH:5]=[CH:6][C:7]2NC=C[CH:10]=[CH:9][C:8]=2[CH:14]=1)([O-:3])=[O:2].[CH:15]([N:18](C(C)C)CC)(C)[CH3:16].[F:31][C:30]([F:33])([F:32])[C:29](O[C:29](=[O:34])[C:30]([F:33])([F:32])[F:31])=[O:34].O, predict the reaction product. The product is: [N+:1]([C:4]1[CH:5]=[CH:6][C:7]2[CH2:16][CH2:15][N:18]([C:29](=[O:34])[C:30]([F:31])([F:32])[F:33])[CH2:10][CH2:9][C:8]=2[CH:14]=1)([O-:3])=[O:2].